Dataset: Catalyst prediction with 721,799 reactions and 888 catalyst types from USPTO. Task: Predict which catalyst facilitates the given reaction. (1) Reactant: CC([Si](C)(C)[O:6][C@@H:7]1[CH2:11][N:10]([C:12]([O:14][C:15]([CH3:18])([CH3:17])[CH3:16])=[O:13])[C@@H:9]([CH2:19][O:20][C:21]2[CH:26]=[CH:25][C:24]([F:27])=[CH:23][CH:22]=2)[CH2:8]1)(C)C.CCCC[N+](CCCC)(CCCC)CCCC.[F-]. Product: [F:27][C:24]1[CH:23]=[CH:22][C:21]([O:20][CH2:19][C@H:9]2[CH2:8][C@H:7]([OH:6])[CH2:11][N:10]2[C:12]([O:14][C:15]([CH3:18])([CH3:17])[CH3:16])=[O:13])=[CH:26][CH:25]=1. The catalyst class is: 1. (2) Reactant: [NH2:1][C:2]1[CH:11]=[CH:10][C:5]([C:6]([O:8][CH3:9])=[O:7])=[CH:4][CH:3]=1.[CH2:12]([O:18][C:19]1[CH:27]=[CH:26][C:22]([C:23](Cl)=[O:24])=[CH:21][CH:20]=1)[CH2:13][CH2:14][CH2:15][CH2:16][CH3:17]. Product: [CH2:12]([O:18][C:19]1[CH:27]=[CH:26][C:22]([C:23]([NH:1][C:2]2[CH:3]=[CH:4][C:5]([C:6]([O:8][CH3:9])=[O:7])=[CH:10][CH:11]=2)=[O:24])=[CH:21][CH:20]=1)[CH2:13][CH2:14][CH2:15][CH2:16][CH3:17]. The catalyst class is: 17. (3) Reactant: C([O:3][C:4](=[O:32])[CH2:5][CH:6]1[S:10][C:9]([C:11]2[NH:12][C:13]3[C:18]([CH:19]=2)=[CH:17][C:16]([O:20][C:21]2[CH:22]=[N:23][C:24]([S:27]([CH3:30])(=[O:29])=[O:28])=[CH:25][CH:26]=2)=[CH:15][C:14]=3[CH3:31])=[N:8][CH2:7]1)C.CO.[OH-].[K+]. Product: [CH3:31][C:14]1[CH:15]=[C:16]([O:20][C:21]2[CH:22]=[N:23][C:24]([S:27]([CH3:30])(=[O:28])=[O:29])=[CH:25][CH:26]=2)[CH:17]=[C:18]2[C:13]=1[NH:12][C:11]([C:9]1[S:10][CH:6]([CH2:5][C:4]([OH:32])=[O:3])[CH2:7][N:8]=1)=[CH:19]2. The catalyst class is: 7. (4) Reactant: [C:1]([C:3]1[CH:13]=[CH:12][CH:11]=[CH:10][C:4]=1[O:5][CH2:6][C:7]([NH2:9])=[O:8])#[N:2].[OH-].[K+]. Product: [NH2:2][C:1]1[C:3]2[CH:13]=[CH:12][CH:11]=[CH:10][C:4]=2[O:5][C:6]=1[C:7]([NH2:9])=[O:8]. The catalyst class is: 40. (5) Reactant: COC1C=CC([C@@H]([N:11]([CH2:22][C:23]2[N:24]=[C:25]3[CH:30]=[CH:29][CH:28]=[C:27]([N:31]4[CH2:36][CH2:35][N:34]([CH3:37])[CH2:33][CH2:32]4)[N:26]3[CH:38]=2)[C@@H:12]2[C:21]3[N:20]=[CH:19][CH:18]=[CH:17][C:16]=3[CH2:15][CH2:14][CH2:13]2)C)=CC=1.FC(F)(F)C(O)=O. Product: [CH3:37][N:34]1[CH2:35][CH2:36][N:31]([C:27]2[N:26]3[CH:38]=[C:23]([CH2:22][NH:11][C@@H:12]4[C:21]5[N:20]=[CH:19][CH:18]=[CH:17][C:16]=5[CH2:15][CH2:14][CH2:13]4)[N:24]=[C:25]3[CH:30]=[CH:29][CH:28]=2)[CH2:32][CH2:33]1. The catalyst class is: 4. (6) Reactant: [NH2:1][CH:2]1[CH2:7][CH2:6][CH2:5][CH2:4][CH:3]1[N:8]1[CH:17]([C:18]2[CH:23]=[CH:22][C:21]([Cl:24])=[CH:20][C:19]=2[Cl:25])[CH:16]([C:26]([NH:28][O:29][CH2:30][C:31]2[CH:36]=[CH:35][CH:34]=[CH:33][CH:32]=2)=[O:27])[C:15]2[C:10](=[CH:11][CH:12]=[CH:13][CH:14]=2)[C:9]1=[O:37].[S:38](N)([NH2:41])(=[O:40])=[O:39]. Product: [NH2:41][S:38]([NH:1][CH:2]1[CH2:7][CH2:6][CH2:5][CH2:4][CH:3]1[N:8]1[CH:17]([C:18]2[CH:23]=[CH:22][C:21]([Cl:24])=[CH:20][C:19]=2[Cl:25])[CH:16]([C:26]([NH:28][O:29][CH2:30][C:31]2[CH:32]=[CH:33][CH:34]=[CH:35][CH:36]=2)=[O:27])[C:15]2[C:10](=[CH:11][CH:12]=[CH:13][CH:14]=2)[C:9]1=[O:37])(=[O:40])=[O:39]. The catalyst class is: 216. (7) Reactant: [CH3:1][C:2]1[CH:7]=[CH:6][C:5]([C:8](=[O:20])[NH:9][C:10]2[CH:15]=[CH:14][CH:13]=[C:12]([C:16]([F:19])([F:18])[F:17])[CH:11]=2)=[CH:4][C:3]=1[C:21]1[N:22]=[C:23]([N:37]2[CH2:42][CH2:41][O:40][CH2:39][CH2:38]2)[C:24]2[CH2:29][N:28](C(OC(C)(C)C)=O)[CH2:27][C:25]=2[N:26]=1.C(O)(C(F)(F)F)=O. Product: [CH3:1][C:2]1[CH:7]=[CH:6][C:5]([C:8]([NH:9][C:10]2[CH:15]=[CH:14][CH:13]=[C:12]([C:16]([F:18])([F:19])[F:17])[CH:11]=2)=[O:20])=[CH:4][C:3]=1[C:21]1[N:22]=[C:23]([N:37]2[CH2:42][CH2:41][O:40][CH2:39][CH2:38]2)[C:24]2[CH2:29][NH:28][CH2:27][C:25]=2[N:26]=1. The catalyst class is: 2.